Dataset: NCI-60 drug combinations with 297,098 pairs across 59 cell lines. Task: Regression. Given two drug SMILES strings and cell line genomic features, predict the synergy score measuring deviation from expected non-interaction effect. (1) Drug 1: C1CC(C1)(C(=O)O)C(=O)O.[NH2-].[NH2-].[Pt+2]. Drug 2: C1=CN(C=N1)CC(O)(P(=O)(O)O)P(=O)(O)O. Cell line: NCI-H460. Synergy scores: CSS=35.4, Synergy_ZIP=-5.62, Synergy_Bliss=-0.761, Synergy_Loewe=-0.582, Synergy_HSA=-1.19. (2) Drug 1: CC1OCC2C(O1)C(C(C(O2)OC3C4COC(=O)C4C(C5=CC6=C(C=C35)OCO6)C7=CC(=C(C(=C7)OC)O)OC)O)O. Drug 2: C1=NC(=NC(=O)N1C2C(C(C(O2)CO)O)O)N. Cell line: T-47D. Synergy scores: CSS=33.8, Synergy_ZIP=-5.02, Synergy_Bliss=1.57, Synergy_Loewe=-2.27, Synergy_HSA=-0.276. (3) Drug 1: CCCCC(=O)OCC(=O)C1(CC(C2=C(C1)C(=C3C(=C2O)C(=O)C4=C(C3=O)C=CC=C4OC)O)OC5CC(C(C(O5)C)O)NC(=O)C(F)(F)F)O. Drug 2: C1C(C(OC1N2C=NC(=NC2=O)N)CO)O. Cell line: NCI-H522. Synergy scores: CSS=56.5, Synergy_ZIP=-3.70, Synergy_Bliss=-5.98, Synergy_Loewe=-8.55, Synergy_HSA=-6.59. (4) Cell line: MALME-3M. Synergy scores: CSS=33.7, Synergy_ZIP=0.0973, Synergy_Bliss=0.182, Synergy_Loewe=0.0312, Synergy_HSA=-0.128. Drug 2: C#CCC(CC1=CN=C2C(=N1)C(=NC(=N2)N)N)C3=CC=C(C=C3)C(=O)NC(CCC(=O)O)C(=O)O. Drug 1: CC12CCC3C(C1CCC2=O)CC(=C)C4=CC(=O)C=CC34C.